This data is from Forward reaction prediction with 1.9M reactions from USPTO patents (1976-2016). The task is: Predict the product of the given reaction. (1) The product is: [CH3:8][CH:7]([CH3:9])[C@H:5]([N:6]1[CH2:18][CH:17]=[CH:16][CH2:15]1)[C:4]([O:3][CH2:1][CH3:2])=[O:10]. Given the reactants [CH2:1]([O:3][C:4](=[O:10])[C@H:5]([CH:7]([CH3:9])[CH3:8])[NH2:6])[CH3:2].ClCCl.Cl[CH2:15]/[CH:16]=[CH:17]\[CH2:18]Cl.CCCCCC, predict the reaction product. (2) Given the reactants [Br:1][C:2]1[CH:7]=[CH:6][C:5]([S:8][CH2:9][CH2:10][CH2:11][Cl:12])=[C:4]([N+:13]([O-])=O)[CH:3]=1, predict the reaction product. The product is: [ClH:12].[Br:1][C:2]1[CH:7]=[CH:6][C:5]([S:8][CH2:9][CH2:10][CH2:11][Cl:12])=[C:4]([NH2:13])[CH:3]=1. (3) Given the reactants C([O:5][C:6](=[O:34])[C@@H:7]([NH:18][C:19](=[O:33])[C@@H:20]([NH:22][C:23](=[O:32])[C:24]1[CH:29]=[CH:28][CH:27]=[C:26]([Cl:30])[C:25]=1[Cl:31])[CH3:21])[CH2:8][C:9]1[C:17]2[C:12](=[CH:13][CH:14]=[CH:15][CH:16]=2)[NH:11][CH:10]=1)(C)(C)C.FC(F)(F)C(O)C(F)(F)F, predict the reaction product. The product is: [Cl:31][C:25]1[C:26]([Cl:30])=[CH:27][CH:28]=[CH:29][C:24]=1[C:23]([NH:22][C@@H:20]([CH3:21])[C:19]([NH:18][C@@H:7]([CH2:8][C:9]1[C:17]2[C:12](=[CH:13][CH:14]=[CH:15][CH:16]=2)[NH:11][CH:10]=1)[C:6]([OH:34])=[O:5])=[O:33])=[O:32]. (4) Given the reactants [NH:1]1[CH:9]=[C:7]([CH3:8])[C:5](=[O:6])[NH:4][C:2]1=[O:3].I[C@H:11]1[C@H:18]2[CH2:19][C@H:14]([CH2:15][C:16](=[O:20])[NH:17]2)[CH2:13][CH2:12]1.C([O-])([O-])=O.[K+].[K+], predict the reaction product. The product is: [O:20]=[C:16]1[CH2:15][C@H:14]2[CH2:19][C@H:18]([C@H:11]([N:1]3[CH:9]=[C:7]([CH3:8])[C:5](=[O:6])[NH:4][C:2]3=[O:3])[CH2:12][CH2:13]2)[NH:17]1.